This data is from Full USPTO retrosynthesis dataset with 1.9M reactions from patents (1976-2016). The task is: Predict the reactants needed to synthesize the given product. (1) The reactants are: [Cl:1][C:2]1[CH:3]=[C:4]([C:9]2([C:28]([F:31])([F:30])[F:29])[O:13][N:12]=[C:11]([C:14]3[C:23]4[C:18](=[CH:19][CH:20]=[CH:21][CH:22]=4)[C:17]([C:24]([O:26]C)=O)=[CH:16][CH:15]=3)[CH2:10]2)[CH:5]=[C:6]([Cl:8])[CH:7]=1.CCCP(=O)=O.[F:38][C:39]([F:43])([F:42])[CH2:40][NH2:41]. Given the product [Cl:8][C:6]1[CH:5]=[C:4]([C:9]2([C:28]([F:30])([F:31])[F:29])[O:13][N:12]=[C:11]([C:14]3[C:23]4[C:18](=[CH:19][CH:20]=[CH:21][CH:22]=4)[C:17]([C:24]([NH:41][CH2:40][C:39]([F:43])([F:42])[F:38])=[O:26])=[CH:16][CH:15]=3)[CH2:10]2)[CH:3]=[C:2]([Cl:1])[CH:7]=1, predict the reactants needed to synthesize it. (2) Given the product [CH3:7][O:6][C:4](=[O:5])[C:3]([CH2:2][N:15]1[CH2:20][CH2:19][O:18][CH2:17][CH2:16]1)=[CH2:8], predict the reactants needed to synthesize it. The reactants are: Br[CH2:2][C:3](=[CH2:8])[C:4]([O:6][CH3:7])=[O:5].C([O-])([O-])=O.[K+].[K+].[NH:15]1[CH2:20][CH2:19][O:18][CH2:17][CH2:16]1. (3) Given the product [Cl:1][CH2:2][C:3]([NH:5][C:6]1[CH:11]=[CH:10][C:9]([C:12]2[N:13]=[C:16]([CH2:17][CH2:18][C:19]([OH:21])=[O:20])[O:15][N:14]=2)=[N:8][CH:7]=1)=[O:4], predict the reactants needed to synthesize it. The reactants are: [Cl:1][CH2:2][C:3]([NH:5][C:6]1[CH:7]=[N:8][C:9]([C:12](=[N:14][OH:15])[NH2:13])=[CH:10][CH:11]=1)=[O:4].[C:16]1(=O)[O:21][C:19](=[O:20])[CH2:18][CH2:17]1. (4) Given the product [CH2:27]([O:26][P:25]([C:30]1[C:31](=[O:45])[NH:32][C:33]2[C:38]([CH:39]=1)=[CH:37][C:36]([S:40]([NH:43][C:1](=[O:9])[C:2]1[CH:3]=[CH:4][CH:5]=[CH:6][CH:7]=1)(=[O:41])=[O:42])=[C:35]([Cl:44])[CH:34]=2)(=[O:29])[O:24][CH2:22][CH3:23])[CH3:28], predict the reactants needed to synthesize it. The reactants are: [C:1]([OH:9])(=O)[C:2]1[CH:7]=[CH:6][CH:5]=[CH:4][CH:3]=1.C(N1C=CN=C1)(N1C=CN=C1)=O.[CH2:22]([O:24][P:25]([C:30]1[C:31](=[O:45])[NH:32][C:33]2[C:38]([CH:39]=1)=[CH:37][C:36]([S:40]([NH2:43])(=[O:42])=[O:41])=[C:35]([Cl:44])[CH:34]=2)(=[O:29])[O:26][CH2:27][CH3:28])[CH3:23].C1CCN2C(=NCCC2)CC1.Cl. (5) Given the product [CH:17]1([N:14]2[CH2:15][CH2:16][C:10]3[S:9][C:8]([C:5]4[CH:6]=[CH:7][C:2]([N:22]5[CH2:26][CH2:25][NH:24][C:23]5=[O:27])=[CH:3][CH:4]=4)=[N:21][C:11]=3[CH2:12][CH2:13]2)[CH2:20][CH2:19][CH2:18]1, predict the reactants needed to synthesize it. The reactants are: Br[C:2]1[CH:7]=[CH:6][C:5]([C:8]2[S:9][C:10]3[CH2:16][CH2:15][N:14]([CH:17]4[CH2:20][CH2:19][CH2:18]4)[CH2:13][CH2:12][C:11]=3[N:21]=2)=[CH:4][CH:3]=1.[NH:22]1[CH2:26][CH2:25][NH:24][C:23]1=[O:27].CC1(C)C2C=CC=C(P(C3C=CC=CC=3)C3C=CC=CC=3)C=2OC2C1=CC=CC=2P(C1C=CC=CC=1)C1C=CC=CC=1.C(=O)([O-])[O-].[Cs+].[Cs+].